Dataset: Full USPTO retrosynthesis dataset with 1.9M reactions from patents (1976-2016). Task: Predict the reactants needed to synthesize the given product. (1) Given the product [CH3:32][S:33]([C:36]1[CH:37]=[C:38]([CH:42]=[CH:43][CH:44]=1)[C:39]([O:20][C:16]1[CH:17]=[CH:18][CH:19]=[C:14]([C:13]2[C:12]3[C:7](=[C:8]([C:21]([F:24])([F:22])[F:23])[CH:9]=[CH:10][CH:11]=3)[N:6]=[CH:5][C:4]=2[CH:1]([CH3:3])[CH3:2])[CH:15]=1)=[O:40])(=[O:34])=[O:35], predict the reactants needed to synthesize it. The reactants are: [CH:1]([C:4]1[CH:5]=[N:6][C:7]2[C:12]([C:13]=1[C:14]1[CH:15]=[C:16]([OH:20])[CH:17]=[CH:18][CH:19]=1)=[CH:11][CH:10]=[CH:9][C:8]=2[C:21]([F:24])([F:23])[F:22])([CH3:3])[CH3:2].CN1CCOCC1.[CH3:32][S:33]([C:36]1[CH:37]=[C:38]([CH:42]=[CH:43][CH:44]=1)[C:39](Cl)=[O:40])(=[O:35])=[O:34].C([O-])(O)=O.[Na+]. (2) Given the product [OH:17][C@@H:13]1[CH2:14][CH2:15][CH2:16][C@H:12]1[NH:11][C:18](=[O:19])[O:20][C:21]([CH3:24])([CH3:23])[CH3:22], predict the reactants needed to synthesize it. The reactants are: C(N(CC)C(C)C)(C)C.Cl.[NH2:11][CH:12]1[CH2:16][CH2:15][CH2:14][CH:13]1[OH:17].[C:18](O[C:18]([O:20][C:21]([CH3:24])([CH3:23])[CH3:22])=[O:19])([O:20][C:21]([CH3:24])([CH3:23])[CH3:22])=[O:19]. (3) The reactants are: [CH2:1]([NH:8][C@H:9]1[CH2:14][CH2:13][C@H:12]([C:15]([O:24][Si](CC)(CC)CC)([C:20]([F:23])([F:22])[F:21])[C:16]([F:19])([F:18])[F:17])[CH2:11][CH2:10]1)[C:2]1[CH:7]=[CH:6][CH:5]=[CH:4][CH:3]=1.[C:32](OC(=O)C)(=O)[CH3:33].[NH4+].[Cl-].CCOCC. Given the product [CH2:1]([N:8]([CH2:32][CH3:33])[C@H:9]1[CH2:10][CH2:11][C@H:12]([C:15]([OH:24])([C:16]([F:18])([F:19])[F:17])[C:20]([F:21])([F:23])[F:22])[CH2:13][CH2:14]1)[C:2]1[CH:7]=[CH:6][CH:5]=[CH:4][CH:3]=1, predict the reactants needed to synthesize it.